Dataset: Peptide-MHC class II binding affinity with 134,281 pairs from IEDB. Task: Regression. Given a peptide amino acid sequence and an MHC pseudo amino acid sequence, predict their binding affinity value. This is MHC class II binding data. (1) The peptide sequence is VLIWVGINTRNMTMSK. The MHC is HLA-DQA10501-DQB10303 with pseudo-sequence HLA-DQA10501-DQB10303. The binding affinity (normalized) is 0.414. (2) The peptide sequence is GGNLEAKITMLTNGQC. The MHC is DRB3_0101 with pseudo-sequence DRB3_0101. The binding affinity (normalized) is 0.217.